From a dataset of Reaction yield outcomes from USPTO patents with 853,638 reactions. Predict the reaction yield, written as a fraction of the theoretical maximum amount of product (1.0 means a 100% yield; for example, 0.34 means a 34% yield). The reactants are [F:1][C:2]1[CH:7]=[CH:6][C:5]([CH:8]([OH:27])[CH:9]([CH2:13][C:14]2[CH:19]=[CH:18][C:17]([O:20]C3C=CC=CC=3)=[CH:16][CH:15]=2)C(O)=O)=[CH:4][CH:3]=1.[C:36]1(P(N=[N+]=[N-])([C:36]2[CH:41]=[CH:40][CH:39]=[CH:38][CH:37]=2)=O)[CH:41]=[CH:40][CH:39]=[CH:38][CH:37]=1.C([N:47]([CH2:50]C)CC)C.[OH2:52]. The catalyst is O1CCCC1. The product is [F:1][C:2]1[CH:3]=[CH:4][C:5]([CH:8]2[O:27][C:50](=[O:52])[NH:47][CH:9]2[CH2:13][C:14]2[CH:15]=[CH:16][C:17]([O:20][C:36]3[CH:37]=[CH:38][CH:39]=[CH:40][CH:41]=3)=[CH:18][CH:19]=2)=[CH:6][CH:7]=1. The yield is 0.690.